This data is from Full USPTO retrosynthesis dataset with 1.9M reactions from patents (1976-2016). The task is: Predict the reactants needed to synthesize the given product. (1) Given the product [CH:17]1([CH2:22][C:23]([N:12]2[CH2:11][CH2:10][N:9]([C:4]3[C:3]([C:2]([F:1])([F:15])[F:16])=[CH:8][CH:7]=[CH:6][N:5]=3)[CH2:14][CH2:13]2)=[O:24])[CH2:21][CH2:20][CH2:19][CH2:18]1, predict the reactants needed to synthesize it. The reactants are: [F:1][C:2]([F:16])([F:15])[C:3]1[C:4]([N:9]2[CH2:14][CH2:13][NH:12][CH2:11][CH2:10]2)=[N:5][CH:6]=[CH:7][CH:8]=1.[CH:17]1([CH2:22][C:23](O)=[O:24])[CH2:21][CH2:20][CH2:19][CH2:18]1.F[P-](F)(F)(F)(F)F.N1(O[P+](N(C)C)(N(C)C)N(C)C)C2C=CC=CC=2N=N1. (2) Given the product [Cl:1][C:2]1[CH:7]=[CH:6][CH:5]=[C:4]([Cl:8])[C:3]=1[C:9]([C:10]1[N:15]2[CH:16]=[CH:17][CH:18]=[N:19][C:14]2=[CH:13][N:12]=1)=[O:20], predict the reactants needed to synthesize it. The reactants are: [Cl:1][C:2]1[CH:7]=[CH:6][CH:5]=[C:4]([Cl:8])[C:3]=1[C:9](=[O:20])[C:10]([NH:12][CH2:13][C:14]1[N:19]=[CH:18][CH:17]=[CH:16][N:15]=1)=O. (3) Given the product [C:24]([C:23]1[CH:1]([C:3]2[O:11][C:10]3[CH:9]=[CH:8][N:7]=[C:6]([NH:12][C:13](=[O:20])[C:14]4[CH:15]=[CH:16][CH:17]=[CH:18][CH:19]=4)[C:5]=3[CH:4]=2)[C:23]([C:24]#[N:25])=[C:22]([CH:26]([F:28])[F:27])[NH:21][C:22]=1[CH:26]([F:28])[F:27])#[N:25], predict the reactants needed to synthesize it. The reactants are: [CH:1]([C:3]1[O:11][C:10]2[CH:9]=[CH:8][N:7]=[C:6]([NH:12][C:13](=[O:20])[C:14]3[CH:19]=[CH:18][CH:17]=[CH:16][CH:15]=3)[C:5]=2[CH:4]=1)=O.[NH2:21][C:22]([CH:26]([F:28])[F:27])=[CH:23][C:24]#[N:25].